This data is from Reaction yield outcomes from USPTO patents with 853,638 reactions. The task is: Predict the reaction yield, written as a fraction of the theoretical maximum amount of product (1.0 means a 100% yield; for example, 0.34 means a 34% yield). (1) The reactants are [CH2:1]([CH:8]1[NH:13][CH2:12][CH2:11][N:10]([C:14]2[CH:22]=[C:21]3[C:17]([C:18]([CH2:27][CH3:28])=[N:19][N:20]3[CH:23]3[CH2:26][CH2:25][CH2:24]3)=[CH:16][CH:15]=2)[CH2:9]1)[C:2]1[CH:7]=[CH:6][CH:5]=[CH:4][CH:3]=1.C([O:31][C:32](=O)[CH2:33][C:34]1[NH:38][CH:37]=[N:36][N:35]=1)C. No catalyst specified. The product is [CH2:1]([C@H:8]1[CH2:9][N:10]([C:14]2[CH:22]=[C:21]3[C:17]([C:18]([CH2:27][CH3:28])=[N:19][N:20]3[CH:23]3[CH2:24][CH2:25][CH2:26]3)=[CH:16][CH:15]=2)[CH2:11][CH2:12][N:13]1[C:32](=[O:31])[CH2:33][C:34]1[NH:38][CH:37]=[N:36][N:35]=1)[C:2]1[CH:3]=[CH:4][CH:5]=[CH:6][CH:7]=1. The yield is 0.270. (2) The reactants are [Br:1][C:2]1[CH:3]=[N:4][NH:5][CH:6]=1.[O:7]1[CH:12]=[CH:11][CH2:10][CH2:9][CH2:8]1. The catalyst is C(O)(C(F)(F)F)=O. The product is [Br:1][C:2]1[CH:3]=[N:4][N:5]([CH:8]2[CH2:9][CH2:10][CH2:11][CH2:12][O:7]2)[CH:6]=1. The yield is 0.860. (3) The reactants are N[C:2]1[N:3]=[C:4]([CH3:15])[C:5]2[CH:11]=[CH:10][C:9](=[O:12])[N:8]([CH2:13][CH3:14])[C:6]=2[N:7]=1.N([O-])=[O:17].[Na+].CC(O)=O. The catalyst is O. The product is [CH2:13]([N:8]1[C:6]2[N:7]=[C:2]([OH:17])[N:3]=[C:4]([CH3:15])[C:5]=2[CH:11]=[CH:10][C:9]1=[O:12])[CH3:14]. The yield is 0.660.